The task is: Predict the reactants needed to synthesize the given product.. This data is from Full USPTO retrosynthesis dataset with 1.9M reactions from patents (1976-2016). (1) Given the product [Br:1][C:2]1[CH:3]=[C:4]([C:9]2[O:10][C:11]3[C:17]([O:18][CH3:19])=[CH:16][CH:15]=[CH:14][C:12]=3[N:13]=2)[C:5]([N:8]([C:20]([O:22][C:23]([CH3:26])([CH3:25])[CH3:24])=[O:21])[C:20](=[O:21])[O:22][C:23]([CH3:26])([CH3:25])[CH3:24])=[N:6][CH:7]=1, predict the reactants needed to synthesize it. The reactants are: [Br:1][C:2]1[CH:3]=[C:4]([C:9]2[O:10][C:11]3[C:17]([O:18][CH3:19])=[CH:16][CH:15]=[CH:14][C:12]=3[N:13]=2)[C:5]([NH2:8])=[N:6][CH:7]=1.[C:20](O[C:20]([O:22][C:23]([CH3:26])([CH3:25])[CH3:24])=[O:21])([O:22][C:23]([CH3:26])([CH3:25])[CH3:24])=[O:21]. (2) Given the product [C:19]1([N:8]2[C:9]3[N:17]4[CH:16]=[CH:15][N:14]=[C:13]4[S:12][CH2:11][C:10]=3[C:6]([C:4]([O:3][CH2:1][CH3:2])=[O:5])=[N:7]2)[CH:24]=[CH:23][CH:22]=[CH:21][CH:20]=1, predict the reactants needed to synthesize it. The reactants are: [CH2:1]([O:3][C:4]([C:6]1[C:10]([CH2:11][S:12][C:13]2[NH:14][CH:15]=[CH:16][N:17]=2)=[C:9](Br)[N:8]([C:19]2[CH:24]=[CH:23][CH:22]=[CH:21][CH:20]=2)[N:7]=1)=[O:5])[CH3:2].CN(C)CC(O)=O.C([O-])([O-])=O.[K+].[K+]. (3) Given the product [CH3:29][O:28][C:27]1[CH:5]=[CH:4][C:3]([C:9]2[C:4]3[CH:3]=[CH:2][S:1][C:5]=3[CH:6]=[CH:7][CH:8]=2)=[CH:2][CH:26]=1, predict the reactants needed to synthesize it. The reactants are: [S:1]1[C:5]2[CH:6]=[CH:7][CH2:8][CH:9](OS(C(F)(F)F)(=O)=O)[C:4]=2[CH:3]=[CH:2]1.C([O-])([O-])=O.[Na+].[Na+].CO[CH2:26][CH2:27][O:28][CH3:29]. (4) Given the product [ClH:50].[Br:1][C:2]1[CH:11]=[CH:10][CH:9]=[C:8]2[C:3]=1[CH:4]=[CH:5][C:6]([O:48][CH3:49])=[C:7]2[CH2:12][N:13]1[C:19](=[O:20])[C@@H:18]([NH:21][C:22](=[O:34])[C@@H:23]([NH:25][CH3:26])[CH3:24])[C@H:17]([CH3:35])[N:16]([C:36]([CH:38]2[CH2:43][CH2:42][O:41][CH2:40][CH2:39]2)=[O:37])[C:15]2[CH:44]=[CH:45][CH:46]=[CH:47][C:14]1=2, predict the reactants needed to synthesize it. The reactants are: [Br:1][C:2]1[CH:11]=[CH:10][CH:9]=[C:8]2[C:3]=1[CH:4]=[CH:5][C:6]([O:48][CH3:49])=[C:7]2[CH2:12][N:13]1[C:19](=[O:20])[C@@H:18]([NH:21][C:22](=[O:34])[C@@H:23]([N:25](C)[C:26](=O)OC(C)(C)C)[CH3:24])[C@H:17]([CH3:35])[N:16]([C:36]([CH:38]2[CH2:43][CH2:42][O:41][CH2:40][CH2:39]2)=[O:37])[C:15]2[CH:44]=[CH:45][CH:46]=[CH:47][C:14]1=2.[ClH:50]. (5) Given the product [CH2:7]([CH:9]([CH2:12][CH2:13][CH2:14][CH3:15])[CH2:10][NH:11][CH2:30][CH2:29][CH2:28][CH2:27][O:26][C:17]1[CH:18]=[CH:19][C:20]2[C:25](=[CH:24][CH:23]=[CH:22][CH:21]=2)[CH:16]=1)[CH3:8], predict the reactants needed to synthesize it. The reactants are: C(=O)([O-])[O-].[K+].[K+].[CH2:7]([CH:9]([CH2:12][CH2:13][CH2:14][CH3:15])[CH2:10][NH2:11])[CH3:8].[CH:16]1[C:25]2[C:20](=[CH:21][CH:22]=[CH:23][CH:24]=2)[CH:19]=[CH:18][C:17]=1[O:26][CH2:27][CH2:28][CH2:29][CH2:30]Cl. (6) Given the product [F:6][C:7]1[CH:12]=[CH:11][C:10]([C:13]([F:16])([F:15])[F:14])=[CH:9][C:8]=1[NH:17][C:18]([NH:20][C:21]1[CH:26]=[CH:25][C:24]([C:3]#[C:2][C:1]([NH2:5])=[O:4])=[CH:23][CH:22]=1)=[O:19], predict the reactants needed to synthesize it. The reactants are: [C:1]([NH2:5])(=[O:4])[C:2]#[CH:3].[F:6][C:7]1[CH:12]=[CH:11][C:10]([C:13]([F:16])([F:15])[F:14])=[CH:9][C:8]=1[NH:17][C:18]([NH:20][C:21]1[CH:26]=[CH:25][C:24](I)=[CH:23][CH:22]=1)=[O:19].C(N(CC)CC)C. (7) Given the product [C:27]([O:31][C:32]1[CH:33]=[CH:34][C:35]([C:36]([NH:26][C@H:23]2[CH2:22][CH2:21][C@H:20]([CH2:19][CH2:18][N:15]3[CH2:16][CH2:17][CH:12]([C:11]4[C:6]5[CH2:5][CH2:4][O:3][C:7]=5[CH:8]=[CH:9][CH:10]=4)[CH2:13][CH2:14]3)[CH2:25][CH2:24]2)=[O:37])=[CH:39][CH:40]=1)([CH3:30])([CH3:28])[CH3:29], predict the reactants needed to synthesize it. The reactants are: Cl.Cl.[O:3]1[C:7]2[CH:8]=[CH:9][CH:10]=[C:11]([CH:12]3[CH2:17][CH2:16][N:15]([CH2:18][CH2:19][C@H:20]4[CH2:25][CH2:24][C@H:23]([NH2:26])[CH2:22][CH2:21]4)[CH2:14][CH2:13]3)[C:6]=2[CH2:5][CH2:4]1.[C:27]([O:31][C:32]1[CH:40]=[CH:39][C:35]([C:36](O)=[O:37])=[CH:34][CH:33]=1)([CH3:30])([CH3:29])[CH3:28].